Dataset: NCI-60 drug combinations with 297,098 pairs across 59 cell lines. Task: Regression. Given two drug SMILES strings and cell line genomic features, predict the synergy score measuring deviation from expected non-interaction effect. (1) Cell line: MCF7. Drug 2: CC1=CC2C(CCC3(C2CCC3(C(=O)C)OC(=O)C)C)C4(C1=CC(=O)CC4)C. Drug 1: CC1OCC2C(O1)C(C(C(O2)OC3C4COC(=O)C4C(C5=CC6=C(C=C35)OCO6)C7=CC(=C(C(=C7)OC)O)OC)O)O. Synergy scores: CSS=25.7, Synergy_ZIP=4.90, Synergy_Bliss=4.03, Synergy_Loewe=-25.2, Synergy_HSA=-4.49. (2) Drug 1: CC12CCC(CC1=CCC3C2CCC4(C3CC=C4C5=CN=CC=C5)C)O. Drug 2: CNC(=O)C1=CC=CC=C1SC2=CC3=C(C=C2)C(=NN3)C=CC4=CC=CC=N4. Cell line: MALME-3M. Synergy scores: CSS=6.97, Synergy_ZIP=0.165, Synergy_Bliss=5.24, Synergy_Loewe=3.25, Synergy_HSA=3.49.